Dataset: Reaction yield outcomes from USPTO patents with 853,638 reactions. Task: Predict the reaction yield, written as a fraction of the theoretical maximum amount of product (1.0 means a 100% yield; for example, 0.34 means a 34% yield). (1) The reactants are [Cl:1][C:2]1[CH:6]=[N:5][N:4]([CH3:7])[C:3]=1[C:8]1[CH:9]=[C:10]([NH2:16])[CH:11]=[CH:12][C:13]=1[O:14][CH3:15].[F:17][C:18]1[CH:23]=[CH:22][CH:21]=[CH:20][C:19]=1[N:24]=[C:25]=[O:26]. No catalyst specified. The product is [Cl:1][C:2]1[CH:6]=[N:5][N:4]([CH3:7])[C:3]=1[C:8]1[CH:9]=[C:10]([NH:16][C:25]([NH:24][C:19]2[CH:20]=[CH:21][CH:22]=[CH:23][C:18]=2[F:17])=[O:26])[CH:11]=[CH:12][C:13]=1[O:14][CH3:15]. The yield is 0.260. (2) The reactants are [C:1]([C@H:5]1[CH2:10][CH2:9][C@H:8]([O:11][C:12]2[CH:13]=[C:14]3[C:19](=[CH:20][CH:21]=2)[CH:18]=[C:17]([CH2:22][NH:23][CH2:24][CH2:25][C:26]#[N:27])[CH:16]=[CH:15]3)[CH2:7][CH2:6]1)([CH3:4])([CH3:3])[CH3:2].C([O-])([O-])=[O:29].[K+].[K+].OO. The catalyst is CS(C)=O. The product is [C:1]([C@H:5]1[CH2:10][CH2:9][C@H:8]([O:11][C:12]2[CH:13]=[C:14]3[C:19](=[CH:20][CH:21]=2)[CH:18]=[C:17]([CH2:22][NH:23][CH2:24][CH2:25][C:26]([NH2:27])=[O:29])[CH:16]=[CH:15]3)[CH2:7][CH2:6]1)([CH3:4])([CH3:2])[CH3:3]. The yield is 0.450. (3) The reactants are Br[CH2:2][CH2:3][O:4][CH2:5][CH2:6][O:7][C:8]1[CH:17]=[C:16]2[C:11]([C:12]([O:18][C:19]3[C:20]([F:29])=[C:21]4[C:25](=[CH:26][CH:27]=3)[NH:24][C:23]([CH3:28])=[CH:22]4)=[N:13][CH:14]=[N:15]2)=[CH:10][C:9]=1[O:30][CH3:31].[C:32]([N:35]1[CH2:40][CH2:39][NH:38][CH2:37][CH2:36]1)(=[O:34])[CH3:33]. The catalyst is CN(C)C=O.C(OCC)(=O)C. The product is [C:32]([N:35]1[CH2:40][CH2:39][N:38]([CH2:2][CH2:3][O:4][CH2:5][CH2:6][O:7][C:8]2[CH:17]=[C:16]3[C:11]([C:12]([O:18][C:19]4[C:20]([F:29])=[C:21]5[C:25](=[CH:26][CH:27]=4)[NH:24][C:23]([CH3:28])=[CH:22]5)=[N:13][CH:14]=[N:15]3)=[CH:10][C:9]=2[O:30][CH3:31])[CH2:37][CH2:36]1)(=[O:34])[CH3:33]. The yield is 0.720. (4) The reactants are C(=O)([O-])[O-].[Cs+].[Cs+].[CH3:7][C:8]1([CH3:47])[CH2:13][N:12]([C:14]2[CH:19]=[C:18]([F:20])[CH:17]=[CH:16][C:15]=2[CH3:21])[C:11](=[O:22])[CH2:10][N:9]1[CH2:23][C@H:24]([NH:34]S(C1C=CC=CC=1[N+]([O-])=O)(=O)=O)[C@@H:25]1[CH2:29][C@@H:28]([CH:30]([CH3:32])[CH3:31])[C:27](=[O:33])[O:26]1.C1(S)C=CC=CC=1.C(=O)(O)[O-].[Na+].[C:60](OC(OC(C)(C)C)=O)([O:62][C:63]([CH3:66])([CH3:65])[CH3:64])=[O:61].N[C@H]([C@@H]1C[C@@H](C(C)C)C(=O)O1)CN1C(C)(C)CN(C2C=C(F)C=CC=2C)C(=O)C1. The catalyst is [Cl-].[Na+].O.C(OCC)(=O)C.O. The product is [C:63]([O:62][C:60](=[O:61])[NH:34][C@H:24]([C@@H:25]1[CH2:29][C@@H:28]([CH:30]([CH3:32])[CH3:31])[C:27](=[O:33])[O:26]1)[CH2:23][N:9]1[CH2:10][C:11](=[O:22])[N:12]([C:14]2[CH:19]=[C:18]([F:20])[CH:17]=[CH:16][C:15]=2[CH3:21])[CH2:13][C:8]1([CH3:47])[CH3:7])([CH3:66])([CH3:65])[CH3:64]. The yield is 0.930. (5) The reactants are [NH2:1][CH2:2][C:3]([OH:5])=[O:4].[S:6](Cl)([C:9]1[CH:15]=[CH:14][C:12]([CH3:13])=[CH:11][CH:10]=1)(=[O:8])=[O:7]. The catalyst is [OH-].[Na+].C(OCC)C. The product is [CH3:13][C:12]1[CH:14]=[CH:15][C:9]([S:6]([NH:1][CH2:2][C:3]([OH:5])=[O:4])(=[O:8])=[O:7])=[CH:10][CH:11]=1. The yield is 0.210. (6) The reactants are Br[C:2]1[CH:3]=[N:4][N:5]([CH3:17])[C:6]=1[C:7]1[CH:8]=[C:9]([C:13]([O:15][CH3:16])=[O:14])[S:10][C:11]=1[CH3:12].[CH3:18]B1OB(C)OB(C)O1.C([O-])([O-])=O.[K+].[K+]. The catalyst is CN(C)C=O.C1C=CC(P(C2C=CC=CC=2)[C-]2C=CC=C2)=CC=1.C1C=CC(P(C2C=CC=CC=2)[C-]2C=CC=C2)=CC=1.Cl[Pd]Cl.[Fe+2]. The product is [CH3:17][N:5]1[C:6]([C:7]2[CH:8]=[C:9]([C:13]([O:15][CH3:16])=[O:14])[S:10][C:11]=2[CH3:12])=[C:2]([CH3:18])[CH:3]=[N:4]1. The yield is 0.580. (7) The reactants are OC(C(F)(F)F)=O.[NH:8]1[CH2:11][CH:10]([C:12]2[CH:33]=[CH:32][C:15]3[C:16]4[N:17]=[C:18]([C:24]5[N:25]([CH:29]([CH3:31])[CH3:30])[N:26]=[CH:27][N:28]=5)[S:19][C:20]=4[CH2:21][CH2:22][O:23][C:14]=3[CH:13]=2)[CH2:9]1.[OH:34][C:35]([CH3:40])([CH3:39])[C:36](O)=[O:37]. The catalyst is CN(C=O)C. The product is [OH:34][C:35]([CH3:40])([CH3:39])[C:36]([N:8]1[CH2:11][CH:10]([C:12]2[CH:33]=[CH:32][C:15]3[C:16]4[N:17]=[C:18]([C:24]5[N:25]([CH:29]([CH3:31])[CH3:30])[N:26]=[CH:27][N:28]=5)[S:19][C:20]=4[CH2:21][CH2:22][O:23][C:14]=3[CH:13]=2)[CH2:9]1)=[O:37]. The yield is 0.210.